From a dataset of Full USPTO retrosynthesis dataset with 1.9M reactions from patents (1976-2016). Predict the reactants needed to synthesize the given product. (1) Given the product [Br:1][C:2]1[CH:3]=[C:4]([C:8]2[CH:9]=[CH:10][N:16]=[C:17]([NH2:19])[N:18]=2)[CH:5]=[CH:6][CH:7]=1, predict the reactants needed to synthesize it. The reactants are: [Br:1][C:2]1[CH:3]=[C:4]([CH2:8][C:9](=O)[CH2:10]N(C)C)[CH:5]=[CH:6][CH:7]=1.[Cl-].[NH2:16][C:17]([NH2:19])=[NH2+:18].[O-]CC.[Na+].Cl. (2) Given the product [CH2:8]([O:10][C:11](=[O:20])[C:12]1[CH:17]=[CH:16][C:15]([CH3:1])=[N:14][C:13]=1[NH2:19])[CH3:9], predict the reactants needed to synthesize it. The reactants are: [CH3:1]N1CCCC1=O.[CH2:8]([O:10][C:11](=[O:20])[C:12]1[CH:17]=[CH:16][C:15](Cl)=[N:14][C:13]=1[NH2:19])[CH3:9].C[Sn](C)(C)C. (3) Given the product [CH3:1][C:2]1[N:6]([CH2:7][C:8]2[CH:13]=[CH:12][C:11]([CH3:14])=[CH:10][CH:9]=2)[N:5]=[C:4]([C:15]2[O:16][N:21]=[C:20]([C:22]3[CH:27]=[CH:26][N:25]=[CH:24][CH:23]=3)[N:19]=2)[CH:3]=1, predict the reactants needed to synthesize it. The reactants are: [CH3:1][C:2]1[N:6]([CH2:7][C:8]2[CH:13]=[CH:12][C:11]([CH3:14])=[CH:10][CH:9]=2)[N:5]=[C:4]([C:15](Cl)=[O:16])[CH:3]=1.O[N:19]=[C:20]([C:22]1[CH:27]=[CH:26][N:25]=[CH:24][CH:23]=1)[NH2:21].C(N(CC)CC)C.CCN=C=NCCCN(C)C.